This data is from Catalyst prediction with 721,799 reactions and 888 catalyst types from USPTO. The task is: Predict which catalyst facilitates the given reaction. Reactant: [CH3:1][C:2]1[C:3]([CH2:10][C:11]2[CH:12]=[CH:13][C:14]([F:20])=[C:15]([CH:19]=2)[C:16]([OH:18])=O)=[N:4][NH:5][C:6](=[O:9])[C:7]=1[CH3:8].CN(C(ON1N=NC2C=CC=CC1=2)=[N+](C)C)C.[B-](F)(F)(F)F.CCN(C(C)C)C(C)C.[CH2:52]([O:54][CH:55]([O:63][CH2:64][CH3:65])[CH2:56][NH:57][CH2:58][C:59]([O:61][CH3:62])=[O:60])[CH3:53]. Product: [CH2:64]([O:63][CH:55]([O:54][CH2:52][CH3:53])[CH2:56][N:57]([C:16](=[O:18])[C:15]1[CH:19]=[C:11]([CH2:10][C:3]2[C:2]([CH3:1])=[C:7]([CH3:8])[C:6](=[O:9])[NH:5][N:4]=2)[CH:12]=[CH:13][C:14]=1[F:20])[CH2:58][C:59]([O:61][CH3:62])=[O:60])[CH3:65]. The catalyst class is: 31.